This data is from Full USPTO retrosynthesis dataset with 1.9M reactions from patents (1976-2016). The task is: Predict the reactants needed to synthesize the given product. (1) Given the product [C:5]1([C:11]2[CH:16]=[C:15]([C:17]([OH:19])=[O:18])[CH:14]=[C:13]([C:21]3[NH:25][N:24]=[N:23][N:22]=3)[N:12]=2)[CH:6]=[CH:7][CH:8]=[CH:9][CH:10]=1, predict the reactants needed to synthesize it. The reactants are: [OH-].[Na+].CO.[C:5]1([C:11]2[CH:16]=[C:15]([C:17]([O:19]C)=[O:18])[CH:14]=[C:13]([C:21]3[NH:25][N:24]=[N:23][N:22]=3)[N:12]=2)[CH:10]=[CH:9][CH:8]=[CH:7][CH:6]=1.Cl. (2) Given the product [CH3:23][O:22][C:18]1[CH:17]=[C:16]2[C:21]([C:13]([CH2:2][C:3]3[S:4][CH:5]=[C:6]([C:8]([O:10][CH2:11][CH3:12])=[O:9])[N:7]=3)=[C:14]([C:24]3[CH:25]=[CH:26][CH:27]=[CH:28][CH:29]=3)[NH:15]2)=[CH:20][CH:19]=1, predict the reactants needed to synthesize it. The reactants are: O[CH:2]([C:13]1[C:21]2[C:16](=[CH:17][C:18]([O:22][CH3:23])=[CH:19][CH:20]=2)[NH:15][C:14]=1[C:24]1[CH:29]=[CH:28][CH:27]=[CH:26][CH:25]=1)[C:3]1[S:4][CH:5]=[C:6]([C:8]([O:10][CH2:11][CH3:12])=[O:9])[N:7]=1.C([SiH](CC)CC)C.C(=O)([O-])O.[Na+]. (3) The reactants are: CS[CH2:3][CH2:4][C:5]1[NH:9][C:8]2[CH:10]=[CH:11][C:12]([C:14]3[N:18]=[C:17]([C:19]4[CH:24]=[CH:23][C:22]([O:25][CH:26]([CH3:31])[C:27]([F:30])([F:29])[F:28])=[C:21]([C:32]([F:35])([F:34])[F:33])[CH:20]=4)[O:16][N:15]=3)=[CH:13][C:7]=2[N:6]=1.[CH:36]1C=C([Cl:42])C=C(C(OO)=O)C=1.[O-:47][S:48](S([O-])=O)=[O:49].[Na+].[Na+].Cl.CCOC(C)=O. Given the product [ClH:42].[CH3:36][S:48]([CH2:3][CH2:4][C:5]1[NH:9][C:8]2[CH:10]=[CH:11][C:12]([C:14]3[N:18]=[C:17]([C:19]4[CH:24]=[CH:23][C:22]([O:25][CH:26]([CH3:31])[C:27]([F:28])([F:29])[F:30])=[C:21]([C:32]([F:35])([F:33])[F:34])[CH:20]=4)[O:16][N:15]=3)=[CH:13][C:7]=2[N:6]=1)(=[O:49])=[O:47], predict the reactants needed to synthesize it. (4) Given the product [CH3:3][O:4][C:5](=[O:18])[C:6]1[CH:11]=[CH:10][C:9]([OH:12])=[CH:8][C:7]=1[O:16][CH3:17], predict the reactants needed to synthesize it. The reactants are: [OH-].[Na+].[CH3:3][O:4][C:5](=[O:18])[C:6]1[CH:11]=[CH:10][C:9]([O:12]C(=O)C)=[CH:8][C:7]=1[O:16][CH3:17].Cl.